Task: Predict the product of the given reaction.. Dataset: Forward reaction prediction with 1.9M reactions from USPTO patents (1976-2016) (1) Given the reactants [CH2:1]([N:3]1[CH:7]=[C:6]([C:8]2[S:16][C:15]3[C:10](=[N:11][CH:12]=[CH:13][C:14]=3[O:17][C:18]3[CH:23]=[CH:22][C:21]([NH2:24])=[CH:20][C:19]=3[F:25])[CH:9]=2)[N:5]=[CH:4]1)[CH3:2].[F:26][C:27]1[CH:32]=[CH:31][CH:30]=[CH:29][C:28]=1[CH2:33][C:34]([N:36]=[C:37]=[S:38])=[O:35], predict the reaction product. The product is: [CH2:1]([N:3]1[CH:7]=[C:6]([C:8]2[S:16][C:15]3[C:10](=[N:11][CH:12]=[CH:13][C:14]=3[O:17][C:18]3[CH:23]=[CH:22][C:21]([NH:24][C:37]([NH:36][C:34](=[O:35])[CH2:33][C:28]4[CH:29]=[CH:30][CH:31]=[CH:32][C:27]=4[F:26])=[S:38])=[CH:20][C:19]=3[F:25])[CH:9]=2)[N:5]=[CH:4]1)[CH3:2]. (2) Given the reactants [I:1][C:2]1[CH:19]=[CH:18][C:5]([O:6][CH2:7][CH:8]([C:10]2[CH:15]=[CH:14][CH:13]=[C:12]([O:16][CH3:17])[CH:11]=2)[OH:9])=[CH:4][CH:3]=1.[H-].[Na+].[Cl-].[NH4+].[CH3:24]N(C)C=O, predict the reaction product. The product is: [I:1][C:2]1[CH:19]=[CH:18][C:5]([O:6][CH2:7][CH:8]([C:10]2[CH:15]=[CH:14][CH:13]=[C:12]([O:16][CH3:17])[CH:11]=2)[O:9][CH3:24])=[CH:4][CH:3]=1.